Regression. Given a peptide amino acid sequence and an MHC pseudo amino acid sequence, predict their binding affinity value. This is MHC class I binding data. From a dataset of Peptide-MHC class I binding affinity with 185,985 pairs from IEDB/IMGT. (1) The peptide sequence is HVDGKILFV. The binding affinity (normalized) is 0. The MHC is HLA-B07:02 with pseudo-sequence HLA-B07:02. (2) The peptide sequence is EIKDRILSY. The MHC is HLA-B15:17 with pseudo-sequence HLA-B15:17. The binding affinity (normalized) is 0.404. (3) The peptide sequence is FRMLAWHVL. The MHC is HLA-B15:42 with pseudo-sequence HLA-B15:42. The binding affinity (normalized) is 0.213. (4) The peptide sequence is FQPQNGQWI. The binding affinity (normalized) is 0.464. The MHC is H-2-Db with pseudo-sequence H-2-Db.